Dataset: Reaction yield outcomes from USPTO patents with 853,638 reactions. Task: Predict the reaction yield, written as a fraction of the theoretical maximum amount of product (1.0 means a 100% yield; for example, 0.34 means a 34% yield). (1) The reactants are [NH2:1][C:2]1[NH:7][C:6](=[O:8])[C:5]([CH2:9][NH:10][C:11]([C@H:13]2[CH2:18][CH2:17][C@H:16]([C:19]([O:21][CH3:22])=[O:20])[CH2:15][CH2:14]2)=O)=[N:4][N:3]=1.O=P(Cl)(Cl)Cl. The catalyst is ClCCCl. The product is [NH2:1][C:2]1[NH:7][C:6](=[O:8])[C:5]2=[CH:9][N:10]=[C:11]([C@H:13]3[CH2:18][CH2:17][C@H:16]([C:19]([O:21][CH3:22])=[O:20])[CH2:15][CH2:14]3)[N:4]2[N:3]=1. The yield is 0.760. (2) The reactants are [O:1]=[C:2]1[CH2:5][N:4]([C:6]([O:8][C:9]([CH3:12])([CH3:11])[CH3:10])=[O:7])[CH2:3]1.[H-].[Na+].C(Cl)Cl.C[CH:19]([OH:21])[CH3:20].C1C[O:25][CH2:24][CH2:23]1. No catalyst specified. The product is [NH4+:4].[OH-:1].[CH2:24]([O:25][C:19](=[O:21])[CH:20]=[C:2]1[CH2:5][N:4]([C:6]([O:8][C:9]([CH3:12])([CH3:11])[CH3:10])=[O:7])[CH2:3]1)[CH3:23]. The yield is 0.0200. (3) The reactants are [Li][CH3:2].[C:3]([CH:7]1[CH2:12][CH2:11][C:10](=[O:13])[CH:9]=[CH:8]1)([CH3:6])([CH3:5])[CH3:4]. The catalyst is CCOCC. The product is [C:3]([CH:7]1[CH2:12][CH2:11][C:10](=[O:13])[CH:9]=[C:8]1[CH3:2])([CH3:6])([CH3:4])[CH3:5]. The yield is 0.260. (4) The reactants are [Cl:1][C:2]1[CH:7]=[C:6]2[NH:8][C:9](=[O:32])[C:10]3([CH:15]([C:16]4[CH:21]=[C:20]([F:22])[CH:19]=[CH:18][C:17]=4[CH3:23])[CH2:14][C:13](=[O:24])[NH:12][CH:11]3[C:25]3[CH:30]=[CH:29][CH:28]=[C:27]([Cl:31])[CH:26]=3)[C:5]2=[CH:4][CH:3]=1.[CH3:33][O:34][CH:35]([Si:37]([CH3:40])([CH3:39])[CH3:38])[CH3:36].[H-].[Li+].[Cl:43][CH2:44][CH2:45][CH2:46]Br.O. The catalyst is CN(C)C=O. The product is [Cl:1][C:2]1[CH:7]=[C:6]2[NH:8][C:9](=[O:32])[C:10]3([CH:15]([C:16]4[CH:21]=[C:20]([F:22])[CH:19]=[CH:18][C:17]=4[CH3:23])[CH2:14][C:13](=[O:24])[N:12]([CH2:46][CH2:45][CH2:44][Cl:43])[CH:11]3[C:25]3[CH:30]=[CH:29][CH:28]=[C:27]([Cl:31])[CH:26]=3)[C:5]2=[CH:4][CH:3]=1.[CH3:33][O:34][CH:35]([Si:37]([CH3:40])([CH3:39])[CH3:38])[CH3:36]. The yield is 0.240. (5) The product is [CH:9]1([NH:8][C:6]([NH:3][C:2]2[CH:1]=[CH:25][C:26]([I:28])=[CH:27][C:21]=2[F:20])=[O:7])[CH2:10][CH2:13]1. The catalyst is CN(C)C=O.O.C1(C)C=CC=CC=1. The yield is 0.934. The reactants are [CH:1]1N=C[N:3]([C:6]([N:8]2C=N[CH:10]=[CH:9]2)=[O:7])[CH:2]=1.[CH2:13](N(CC)CC)C.[F:20][C:21]1[CH:27]=[C:26]([I:28])[CH:25]=CC=1N.C1(N)CC1. (6) The reactants are [CH3:1][O:2][C:3]([C@H:5]([NH:16][C:17](=[O:26])[O:18][CH2:19][C:20]1[CH:25]=[CH:24][CH:23]=[CH:22][CH:21]=1)[CH2:6][C:7]1[CH:12]=[C:11]([CH3:13])[C:10]([NH2:14])=[C:9]([NH2:15])[CH:8]=1)=[O:4].[N:27]([O-])=O.[Na+].[OH-].[NH4+]. The catalyst is C(O)(=O)C.O. The product is [CH3:1][O:2][C:3]([C@H:5]([NH:16][C:17](=[O:26])[O:18][CH2:19][C:20]1[CH:25]=[CH:24][CH:23]=[CH:22][CH:21]=1)[CH2:6][C:7]1[CH:12]=[C:11]([CH3:13])[C:10]2[NH:14][N:27]=[N:15][C:9]=2[CH:8]=1)=[O:4]. The yield is 0.720.